From a dataset of Full USPTO retrosynthesis dataset with 1.9M reactions from patents (1976-2016). Predict the reactants needed to synthesize the given product. (1) Given the product [CH:1]1[C:11]2[CH2:10][C:9]3([CH2:15][CH2:14][CH:13]([N:16]4[CH2:20][CH2:19][CH:18]([C:21]([OH:23])=[O:22])[CH2:17]4)[CH2:12]3)[C:8]3[CH:25]=[CH:26][CH:27]=[CH:28][C:7]=3[CH2:6][C:5]=2[CH:4]=[CH:3][CH:2]=1, predict the reactants needed to synthesize it. The reactants are: [CH:1]1[C:11]2[CH2:10][C:9]3([CH2:15][CH2:14][CH:13]([N:16]4[CH2:20][CH2:19][CH:18]([C:21]([O:23]C)=[O:22])[CH2:17]4)[CH2:12]3)[C:8]3[CH:25]=[CH:26][CH:27]=[CH:28][C:7]=3[CH2:6][C:5]=2[CH:4]=[CH:3][CH:2]=1.[OH-].[K+]. (2) Given the product [I-:7].[CH3:1][N+:2]1[CH:6]=[CH:5][N:4]([CH2:8][CH2:9][CH2:10][Si:11]([O:16][CH3:17])([O:14][CH3:15])[O:12][CH3:13])[CH:3]=1, predict the reactants needed to synthesize it. The reactants are: [CH3:1][N:2]1[CH:6]=[CH:5][N:4]=[CH:3]1.[I:7][CH2:8][CH2:9][CH2:10][Si:11]([O:16][CH3:17])([O:14][CH3:15])[O:12][CH3:13].